From a dataset of NCI-60 drug combinations with 297,098 pairs across 59 cell lines. Regression. Given two drug SMILES strings and cell line genomic features, predict the synergy score measuring deviation from expected non-interaction effect. Drug 1: CCC1=CC2CC(C3=C(CN(C2)C1)C4=CC=CC=C4N3)(C5=C(C=C6C(=C5)C78CCN9C7C(C=CC9)(C(C(C8N6C)(C(=O)OC)O)OC(=O)C)CC)OC)C(=O)OC.C(C(C(=O)O)O)(C(=O)O)O. Drug 2: C1=NC2=C(N=C(N=C2N1C3C(C(C(O3)CO)O)O)F)N. Cell line: BT-549. Synergy scores: CSS=43.2, Synergy_ZIP=-3.91, Synergy_Bliss=-6.00, Synergy_Loewe=-34.6, Synergy_HSA=-4.49.